Dataset: Forward reaction prediction with 1.9M reactions from USPTO patents (1976-2016). Task: Predict the product of the given reaction. (1) Given the reactants Cl[C:2]1[N:19]=[CH:18][CH:17]=[C:16]([C:20]#[C:21][Si](C)(C)C)[C:3]=1[C:4]([NH:6][CH2:7][C:8]1[CH:13]=[CH:12][C:11]([F:14])=[C:10]([F:15])[CH:9]=1)=[O:5].NCC1SC(C2C=C3C(=CC=2)N=CN=C3N)=CC=1.C([O-])([O-])=O.[Cs+].[Cs+], predict the reaction product. The product is: [F:15][C:10]1[CH:9]=[C:8]([CH:13]=[CH:12][C:11]=1[F:14])[CH2:7][N:6]1[C:20](=[CH2:21])[C:16]2[CH:17]=[CH:18][N:19]=[CH:2][C:3]=2[C:4]1=[O:5]. (2) Given the reactants Cl.[S:2]1[C:6]2[CH:7]=[CH:8][CH:9]=[CH:10][C:5]=2[CH:4]=[C:3]1[C:11]([NH:13][C:14]1([C:20]([NH:22][CH:23]2[CH2:28][CH2:27][NH:26][CH2:25][CH:24]2[OH:29])=[O:21])[CH2:19][CH2:18][CH2:17][CH2:16][CH2:15]1)=[O:12].Br[C:31]1[CH:36]=[CH:35][C:34]([Cl:37])=[CH:33][C:32]=1[F:38], predict the reaction product. The product is: [S:2]1[C:6]2[CH:7]=[CH:8][CH:9]=[CH:10][C:5]=2[CH:4]=[C:3]1[C:11]([NH:13][C:14]1([C:20]([NH:22][CH:23]2[CH2:28][CH2:27][N:26]([C:31]3[CH:36]=[CH:35][C:34]([Cl:37])=[CH:33][C:32]=3[F:38])[CH2:25][C:24]2=[O:29])=[O:21])[CH2:19][CH2:18][CH2:17][CH2:16][CH2:15]1)=[O:12]. (3) Given the reactants O[CH2:2][CH2:3]CC1C=CC(O)=CC=1.C1(=O)CCCCC1.[CH3:19][C:20]([O:27][C:28]1[CH:33]=[CH:32][C:31]([CH2:34][CH2:35][CH2:36][O:37][S:38]([CH3:41])(=[O:40])=[O:39])=[CH:30][CH:29]=1)([CH2:25][CH3:26])[C:21]([O:23][CH3:24])=[O:22], predict the reaction product. The product is: [CH3:41][S:38]([O:37][CH2:36][CH2:35][CH2:34][C:31]1[CH:30]=[CH:29][C:28]([O:27][C:20]2([C:21]([O:23][CH3:24])=[O:22])[CH2:19][CH2:3][CH2:2][CH2:26][CH2:25]2)=[CH:33][CH:32]=1)(=[O:39])=[O:40]. (4) Given the reactants Cl[C:2]1[CH:7]=[CH:6][C:5]([C:8]([F:11])([F:10])[F:9])=[CH:4][N:3]=1.[CH2:12]([NH2:14])[CH3:13].CN1C(=O)CCC1, predict the reaction product. The product is: [CH2:12]([NH:14][C:2]1[CH:7]=[CH:6][C:5]([C:8]([F:11])([F:10])[F:9])=[CH:4][N:3]=1)[CH3:13]. (5) The product is: [Br:1][C:2]1[N:3]=[C:4]([NH:11][C:12]2[CH:17]=[C:16]([O:23][CH3:22])[C:15]([O:18][CH3:19])=[C:14]([O:20][CH3:21])[CH:13]=2)[C:5]2[N:6]([CH:8]=[CH:9][N:10]=2)[CH:7]=1. Given the reactants [Br:1][C:2]1[N:3]=[C:4]([NH:11][C:12]2[CH:17]=[CH:16][C:15]([O:18][CH3:19])=[C:14]([O:20][CH3:21])[CH:13]=2)[C:5]2[N:6]([CH:8]=[CH:9][N:10]=2)[CH:7]=1.[CH3:22][O:23]C1C=C(C=CC=1OC)N.BrC1N=C(Br)C2N(C=CN=2)C=1.C(N(CC)C(C)C)(C)C, predict the reaction product. (6) Given the reactants C(=O)([O-])[O-].[Cs+].[Cs+].[Cl:7][C:8]1[CH:39]=[CH:38][C:11]([CH2:12][NH:13][C:14]([C:16]2[C:17](=[O:37])[C:18]3[CH:34]=[C:33]([CH2:35]Cl)[S:32][C:19]=3[N:20]([CH2:22][CH2:23][CH2:24][O:25][CH:26]3[CH2:31][CH2:30][CH2:29][CH2:28][O:27]3)[CH:21]=2)=[O:15])=[CH:10][CH:9]=1.[CH3:40][NH:41][CH2:42][C@H:43]([C:45]1[CH:50]=[CH:49][CH:48]=[CH:47][CH:46]=1)[OH:44], predict the reaction product. The product is: [Cl:7][C:8]1[CH:39]=[CH:38][C:11]([CH2:12][NH:13][C:14]([C:16]2[C:17](=[O:37])[C:18]3[CH:34]=[C:33]([CH2:35][N:41]([CH2:42][C@@H:43]([OH:44])[C:45]4[CH:50]=[CH:49][CH:48]=[CH:47][CH:46]=4)[CH3:40])[S:32][C:19]=3[N:20]([CH2:22][CH2:23][CH2:24][O:25][CH:26]3[CH2:31][CH2:30][CH2:29][CH2:28][O:27]3)[CH:21]=2)=[O:15])=[CH:10][CH:9]=1. (7) Given the reactants Cl[C:2]1[N:11]=[C:10]([NH:12][CH2:13][CH:14]([C:18]2[CH:23]=[CH:22][CH:21]=[CH:20][CH:19]=2)[CH:15]([CH3:17])[CH3:16])[C:9]2[C:4](=[CH:5][CH:6]=[CH:7][CH:8]=2)[N:3]=1.[CH3:24][N:25]([CH3:41])[C:26]1[CH:31]=[CH:30][C:29](B2OC(C)(C)C(C)(C)O2)=[CH:28][CH:27]=1.C1(C(C2C=CC=CN=2)CNC2C3C(=CC=CC=3)N=C(C3C=CC(NS(C)(=O)=O)=CC=3)N=2)C=CC=CC=1, predict the reaction product. The product is: [CH3:24][N:25]([CH3:41])[C:26]1[CH:31]=[CH:30][C:29]([C:2]2[N:11]=[C:10]([NH:12][CH2:13][CH:14]([C:18]3[CH:23]=[CH:22][CH:21]=[CH:20][CH:19]=3)[CH:15]([CH3:17])[CH3:16])[C:9]3[C:4](=[CH:5][CH:6]=[CH:7][CH:8]=3)[N:3]=2)=[CH:28][CH:27]=1.